From a dataset of Forward reaction prediction with 1.9M reactions from USPTO patents (1976-2016). Predict the product of the given reaction. (1) Given the reactants [F:1][C:2]([F:19])([F:18])[O:3][C:4]1[CH:9]=[CH:8][C:7]([N:10]2[CH2:15][CH2:14][N:13]([CH3:16])[CH2:12][CH2:11]2)=[CH:6][C:5]=1N.N([O-])=O.[IH:23].C(=O)(O)[O-].[Na+], predict the reaction product. The product is: [I:23][C:5]1[CH:6]=[C:7]([N:10]2[CH2:15][CH2:14][N:13]([CH3:16])[CH2:12][CH2:11]2)[CH:8]=[CH:9][C:4]=1[O:3][C:2]([F:19])([F:18])[F:1]. (2) Given the reactants [Cl:1][C:2]1[CH:7]=[CH:6][C:5]([CH:8]2[C:17]([CH3:19])([CH3:18])[CH2:16][C:15]3[C:10](=[CH:11][CH:12]=[C:13]([C:20]([O:22][CH3:23])=[O:21])[CH:14]=3)[NH:9]2)=[CH:4][C:3]=1[N+:24]([O-])=O.Cl, predict the reaction product. The product is: [NH2:24][C:3]1[CH:4]=[C:5]([CH:8]2[C:17]([CH3:18])([CH3:19])[CH2:16][C:15]3[C:10](=[CH:11][CH:12]=[C:13]([C:20]([O:22][CH3:23])=[O:21])[CH:14]=3)[NH:9]2)[CH:6]=[CH:7][C:2]=1[Cl:1]. (3) Given the reactants [NH2:1][C:2]1[CH:3]=[C:4]([CH:10]=[C:11]([I:18])[C:12]=1[O:13][CH2:14][CH2:15][CH2:16][CH3:17])[CH2:5][N:6]([OH:9])[CH:7]=[O:8].[C:19](=O)([O-])[O-].[K+].[K+].IC, predict the reaction product. The product is: [CH2:14]([O:13][C:12]1[C:2]([NH:1][CH3:19])=[CH:3][C:4]([CH2:5][N:6]([OH:9])[CH:7]=[O:8])=[CH:10][C:11]=1[I:18])[CH2:15][CH2:16][CH3:17]. (4) Given the reactants [NH2:1][C:2]1[N:11]=[C:10]([C:12]([N:14]2[CH2:22][C:21]3[C:16](=[CH:17][CH:18]=[CH:19][CH:20]=3)[CH2:15]2)=[O:13])[C:9]2[C:4](=[CH:5][CH:6]=[C:7]([C:23]3[CH:30]=[CH:29][CH:28]=[CH:27][C:24]=3[CH:25]=O)[CH:8]=2)[N:3]=1.[NH:31]1[CH2:35][CH2:34][CH:33]([NH:36]C(=O)OC(C)(C)C)[CH2:32]1.C(O)(=O)C.C(O[BH-](OC(=O)C)OC(=O)C)(=O)C.[Na+], predict the reaction product. The product is: [NH2:1][C:2]1[N:11]=[C:10]([C:12]([N:14]2[CH2:15][C:16]3[C:21](=[CH:20][CH:19]=[CH:18][CH:17]=3)[CH2:22]2)=[O:13])[C:9]2[C:4](=[CH:5][CH:6]=[C:7]([C:23]3[CH:30]=[CH:29][CH:28]=[CH:27][C:24]=3[CH2:25][N:31]3[CH2:35][CH2:34][CH:33]([NH2:36])[CH2:32]3)[CH:8]=2)[N:3]=1. (5) Given the reactants [C:1]([O:5][C:6](=[O:21])[NH:7][CH2:8][C:9]1[CH:14]=[CH:13][C:12]([O:15][CH2:16][C:17](=[O:19])[NH2:18])=[C:11](Br)[CH:10]=1)([CH3:4])([CH3:3])[CH3:2].[N:22]1[CH:27]=[CH:26][C:25](B(O)O)=[CH:24][CH:23]=1.C([O-])([O-])=O.[Cs+].[Cs+].C(Cl)Cl, predict the reaction product. The product is: [C:1]([O:5][C:6](=[O:21])[NH:7][CH2:8][C:9]1[CH:14]=[CH:13][C:12]([O:15][CH2:16][C:17](=[O:19])[NH2:18])=[C:11]([C:25]2[CH:26]=[CH:27][N:22]=[CH:23][CH:24]=2)[CH:10]=1)([CH3:4])([CH3:3])[CH3:2]. (6) Given the reactants [C:1]([C:3]1[CH:8]=[CH:7][C:6]([NH:9][S:10]([NH:13][C:14]2[CH:19]=[CH:18][CH:17]=[CH:16][CH:15]=2)(=[O:12])=[O:11])=[C:5]([O:20]C)[CH:4]=1)#[N:2].B(Br)(Br)Br, predict the reaction product. The product is: [C:1]([C:3]1[CH:8]=[CH:7][C:6]([NH:9][S:10]([NH:13][C:14]2[CH:19]=[CH:18][CH:17]=[CH:16][CH:15]=2)(=[O:12])=[O:11])=[C:5]([OH:20])[CH:4]=1)#[N:2].